From a dataset of Reaction yield outcomes from USPTO patents with 853,638 reactions. Predict the reaction yield, written as a fraction of the theoretical maximum amount of product (1.0 means a 100% yield; for example, 0.34 means a 34% yield). (1) The product is [C:16]1([CH:21]=[C:10]2[CH2:9][CH2:8][C:7]3[CH:6]=[C:5]([C:3]([O:2][CH3:1])=[O:4])[CH:14]=[CH:13][C:12]=3[C:11]2=[O:15])[CH2:20][CH2:19][CH2:18][CH:17]=1. No catalyst specified. The reactants are [CH3:1][O:2][C:3]([C:5]1[CH:14]=[CH:13][C:12]2[C:11](=[O:15])[CH2:10][CH2:9][CH2:8][C:7]=2[CH:6]=1)=[O:4].[C:16]1([CH:21]=O)[CH2:20][CH2:19][CH2:18][CH:17]=1. The yield is 0.700. (2) The reactants are Cl[C:2]1[CH:7]=[C:6]([C:8]2[CH:13]=[C:12]([Cl:14])[CH:11]=[CH:10][C:9]=2[O:15][CH3:16])[N:5]=[C:4]([CH3:17])[N:3]=1.[Cl:18][C:19]1[CH:25]=[CH:24][C:22]([NH2:23])=[CH:21][CH:20]=1. The catalyst is C(O)C. The product is [Cl:14][C:12]1[CH:11]=[CH:10][C:9]([O:15][CH3:16])=[C:8]([C:6]2[N:5]=[C:4]([CH3:17])[N:3]=[C:2]([NH:23][C:22]3[CH:24]=[CH:25][C:19]([Cl:18])=[CH:20][CH:21]=3)[CH:7]=2)[CH:13]=1. The yield is 0.600.